Dataset: Forward reaction prediction with 1.9M reactions from USPTO patents (1976-2016). Task: Predict the product of the given reaction. (1) The product is: [C:1]([N:12]1[CH2:18][CH2:17][CH2:16][C@H:13]1[CH2:14][OH:15])([O:3][CH2:4][C:5]1[CH:10]=[CH:9][CH:8]=[CH:7][CH:6]=1)=[O:2]. Given the reactants [C:1](Cl)([O:3][CH2:4][C:5]1[CH:10]=[CH:9][CH:8]=[CH:7][CH:6]=1)=[O:2].[NH:12]1[CH2:18][CH2:17][CH2:16][C@H:13]1[CH2:14][OH:15].C(=O)([O-])O.[Na+], predict the reaction product. (2) Given the reactants [CH3:1]C([O-])(C)C.[K+].CS(C)=O.C1COCC1.[NH2:16][C:17]1[C:18]2[CH:33]=[C:32]([C:34]([C:36]3[CH:41]=[CH:40][CH:39]=[CH:38][CH:37]=3)=[CH2:35])[S:31][C:19]=2[N:20]=[C:21]([C:23]2[CH:24]=[C:25]([CH:28]=[CH:29][CH:30]=2)[C:26]#[N:27])[N:22]=1, predict the reaction product. The product is: [NH2:16][C:17]1[C:18]2[CH:33]=[C:32]([C:34]3([C:36]4[CH:41]=[CH:40][CH:39]=[CH:38][CH:37]=4)[CH2:1][CH2:35]3)[S:31][C:19]=2[N:20]=[C:21]([C:23]2[CH:24]=[C:25]([CH:28]=[CH:29][CH:30]=2)[C:26]#[N:27])[N:22]=1. (3) Given the reactants [O:1]1[CH:5]=[CH:4][C:3]([C:6]2[S:7][C:8]3[CH2:9][C:10]4[C:16]([C:17]5[CH:22]=[CH:21][C:20]([O:23][CH3:24])=[CH:19][CH:18]=5)=[N:15][N:14](COCC[Si](C)(C)C)[C:11]=4[C:12]=3[CH:13]=2)=[CH:2]1.Cl, predict the reaction product. The product is: [O:1]1[CH:5]=[CH:4][C:3]([C:6]2[S:7][C:8]3[CH2:9][C:10]4[C:16]([C:17]5[CH:22]=[CH:21][C:20]([O:23][CH3:24])=[CH:19][CH:18]=5)=[N:15][NH:14][C:11]=4[C:12]=3[CH:13]=2)=[CH:2]1. (4) Given the reactants C[O:2][C:3](=[O:27])[CH2:4][CH2:5][CH2:6][CH2:7][CH2:8][NH:9][C:10](=[O:26])[CH:11]=[C:12]1[C:25]2[CH:24]=[CH:23][CH:22]=[CH:21][C:20]=2[S:19][C:18]2[C:13]1=[CH:14][CH:15]=[CH:16][CH:17]=2.CO.[Li+].[OH-].Cl, predict the reaction product. The product is: [CH:14]1[C:13]2[C:12](=[CH:11][C:10]([NH:9][CH2:8][CH2:7][CH2:6][CH2:5][CH2:4][C:3]([OH:27])=[O:2])=[O:26])[C:25]3[C:20](=[CH:21][CH:22]=[CH:23][CH:24]=3)[S:19][C:18]=2[CH:17]=[CH:16][CH:15]=1. (5) Given the reactants [S:1]1[CH:5]=[CH:4][CH:3]=[C:2]1[CH2:6][CH2:7][CH2:8]O.C([N:12](CC)CC)C.S(Cl)(C)(=O)=O.[N:22]1([C:28]([O:30][C:31]([CH3:34])([CH3:33])[CH3:32])=[O:29])[CH2:27][CH2:26]C[CH2:24][CH2:23]1.[I-].[Na+], predict the reaction product. The product is: [S:1]1[CH:5]=[CH:4][CH:3]=[C:2]1[CH2:6][CH2:7][CH2:8][N:12]1[CH2:26][CH2:27][N:22]([C:28]([O:30][C:31]([CH3:34])([CH3:33])[CH3:32])=[O:29])[CH2:23][CH2:24]1. (6) Given the reactants [NH2:1][C:2]1[CH:3]=[CH:4][C:5]([CH3:26])=[C:6]([C:8]([C:10]2[CH:15]=[CH:14][C:13]([NH:16][C:17]3[CH:22]=[CH:21][C:20]([F:23])=[CH:19][C:18]=3[F:24])=[CH:12][C:11]=2[Cl:25])=[O:9])[CH:7]=1.[OH:27][CH:28]([CH3:32])[CH2:29][CH:30]=O, predict the reaction product. The product is: [Cl:25][C:11]1[CH:12]=[C:13]([NH:16][C:17]2[CH:22]=[CH:21][C:20]([F:23])=[CH:19][C:18]=2[F:24])[CH:14]=[CH:15][C:10]=1[C:8]([C:6]1[CH:7]=[C:2]([NH:1][CH2:30][CH2:29][CH:28]([OH:27])[CH3:32])[CH:3]=[CH:4][C:5]=1[CH3:26])=[O:9]. (7) Given the reactants [CH3:1][CH:2]1[CH2:6][CH2:5]C[O:3]1.[CH3:7][Mg]Cl.[Cl:10][C:11]1[CH:12]=[CH:13][C:14]2[N:15](C=C(C(OCC)=O)[N:19]=2)[N:16]=1.Cl, predict the reaction product. The product is: [Cl:10][C:11]1[CH:12]=[CH:13][C:14]2[N:15]([CH:5]=[C:6]([C:2]([OH:3])([CH3:1])[CH3:7])[N:19]=2)[N:16]=1. (8) Given the reactants [NH2:1][C:2]1[CH:3]=[C:4]([CH:19]=[CH:20][CH:21]=1)[O:5][C:6]1[C:15]2[C:10](=[CH:11][C:12]([O:17][CH3:18])=[C:13]([OH:16])[CH:14]=2)[N:9]=[CH:8][N:7]=1.[F:22][C:23]([C:26]1[CH:30]=[C:29]([NH:31][C:32](=O)[O:33]C2C=CC(Cl)=CC=2)[O:28][N:27]=1)([CH3:25])[CH3:24], predict the reaction product. The product is: [F:22][C:23]([C:26]1[CH:30]=[C:29]([NH:31][C:32]([NH:1][C:2]2[CH:21]=[CH:20][CH:19]=[C:4]([O:5][C:6]3[C:15]4[C:10](=[CH:11][C:12]([O:17][CH3:18])=[C:13]([OH:16])[CH:14]=4)[N:9]=[CH:8][N:7]=3)[CH:3]=2)=[O:33])[O:28][N:27]=1)([CH3:24])[CH3:25]. (9) Given the reactants [Cl:1][C:2]1[CH:3]=[C:4]2[C:12](=[C:13]([NH:15][C:16]([CH:18]3[CH2:23][O:22][C:21]([CH3:25])([CH3:24])[CH2:20][N:19]3[CH2:26][CH:27]([NH2:31])[CH:28]([CH3:30])[CH3:29])=[O:17])[CH:14]=1)[NH:11][C:10]1[CH:9]=[N:8][CH:7]=[CH:6][C:5]2=1.[C:32]([O-:35])(=O)[CH3:33].[NH4+], predict the reaction product. The product is: [Cl:1][C:2]1[CH:3]=[C:4]2[C:12](=[C:13]([NH:15][C:16]([C@@H:18]3[CH2:23][O:22][C:21]([CH3:24])([CH3:25])[CH2:20][N:19]3[CH2:26][C@@H:27]([NH:31][C:16]([CH:18]3[CH2:33][CH2:32][O:35][CH2:23]3)=[O:17])[CH:28]([CH3:29])[CH3:30])=[O:17])[CH:14]=1)[NH:11][C:10]1[CH:9]=[N:8][CH:7]=[CH:6][C:5]2=1.